This data is from Catalyst prediction with 721,799 reactions and 888 catalyst types from USPTO. The task is: Predict which catalyst facilitates the given reaction. (1) Product: [ClH:36].[CH3:7][O:8][C:9]1[C:10]([O:32][CH3:33])=[CH:11][C:12]2[C:13]([C:24]3[CH:29]=[CH:28][C:27]([O:30][CH3:31])=[CH:26][CH:25]=3)=[C:14]3[CH2:21][N:20]([CH3:23])[CH2:19][CH2:18][N:15]3[C:16]=2[CH:17]=1.[ClH:36]. The catalyst class is: 165. Reactant: [H-].[H-].[H-].[H-].[Li+].[Al+3].[CH3:7][O:8][C:9]1[C:10]([O:32][CH3:33])=[CH:11][C:12]2[C:13]([C:24]3[CH:29]=[CH:28][C:27]([O:30][CH3:31])=[CH:26][CH:25]=3)=[C:14]3[C:21](=O)[N:20]([CH3:23])[CH2:19][CH2:18][N:15]3[C:16]=2[CH:17]=1.[OH-].[Na+].[ClH:36]. (2) Reactant: CS[C:3]1[N:8]2[N:9]=[C:10]([NH2:12])[N:11]=[C:7]2[CH:6]=[CH:5][N:4]=1.[CH2:13]([N:20]1[CH:24]=[C:23](B(O)O)[CH:22]=[N:21]1)[C:14]1[CH:19]=[CH:18][CH:17]=[CH:16][CH:15]=1. Product: [CH2:13]([N:20]1[CH:24]=[C:23]([C:3]2[N:8]3[N:9]=[C:10]([NH2:12])[N:11]=[C:7]3[CH:6]=[CH:5][N:4]=2)[CH:22]=[N:21]1)[C:14]1[CH:19]=[CH:18][CH:17]=[CH:16][CH:15]=1. The catalyst class is: 176. (3) Reactant: [Cl:1][C:2]1[CH:10]=[C:9]([C:11]2[CH2:15][C:14]([C:20]3[CH:25]=[C:24]([Cl:26])[CH:23]=[C:22]([Cl:27])[CH:21]=3)([C:16]([F:19])([F:18])[F:17])[O:13][N:12]=2)[CH:8]=[CH:7][C:3]=1[CH:4]=[N:5][OH:6].Cl[N:29]1C(=O)CC[C:30]1=O.[Cl-].[F:37][C:38]([F:46])([F:45])[CH2:39][NH:40][C:41]([NH2+]C)=[O:42].C(N(CC)CC)C. Product: [Cl:1][C:2]1[CH:10]=[C:9]([C:11]2[CH2:15][C:14]([C:20]3[CH:21]=[C:22]([Cl:27])[CH:23]=[C:24]([Cl:26])[CH:25]=3)([C:16]([F:19])([F:18])[F:17])[O:13][N:12]=2)[CH:8]=[CH:7][C:3]=1[C:4]([NH:29][CH2:30][C:41]([NH:40][CH2:39][C:38]([F:37])([F:45])[F:46])=[O:42])=[N:5][OH:6]. The catalyst class is: 198. (4) Product: [C:4]([O:5][CH2:6][C@@:2]([NH:3][C:20](=[O:21])[CH3:19])([CH3:1])[CH2:8][CH2:9][C:10]1[N:11]([CH3:15])[CH:12]=[CH:13][CH:14]=1)(=[O:7])[CH3:30]. The catalyst class is: 100. Reactant: [CH3:1][C@@:2]1([CH2:8][CH2:9][C:10]2[N:11]([CH3:15])[CH:12]=[CH:13][CH:14]=2)[CH2:6][O:5][C:4](=[O:7])[NH:3]1.[OH-].[K+].O.[C:19](O)(=O)[C@H:20]([C@@H](C(O)=O)O)[OH:21].O1CCC[CH2:30]1. (5) Reactant: [F:1][C:2]([F:23])([F:22])[C:3]1[C:11]2[CH2:10][CH2:9][CH2:8][CH2:7][C:6]=2[N:5]([C:12]2[CH:21]=[CH:20][C:15]([C:16]([O:18]C)=[O:17])=[CH:14][CH:13]=2)[N:4]=1.[OH-].[Na+].O. Product: [F:23][C:2]([F:1])([F:22])[C:3]1[C:11]2[CH2:10][CH2:9][CH2:8][CH2:7][C:6]=2[N:5]([C:12]2[CH:21]=[CH:20][C:15]([C:16]([OH:18])=[O:17])=[CH:14][CH:13]=2)[N:4]=1. The catalyst class is: 8. (6) Reactant: [CH:1]([N:4]=[C:5]1[C:9]2[CH:10]=[CH:11][CH:12]=[CH:13][C:8]=2[C:7](=[O:14])[O:6]1)([CH3:3])[CH3:2].FC(F)(F)C1C=C(C(F)(F)F)N(CC2C=CC(N)=CC=2)[N:18]=1.O.C1(C)C=CC(S(O)(=O)=O)=CC=1. Product: [CH3:2][CH:1]([NH:4][C:5]([C:9]1[C:8]([C:7]([NH2:18])=[O:14])=[CH:13][CH:12]=[CH:11][CH:10]=1)=[O:6])[CH3:3]. The catalyst class is: 10. (7) Reactant: [F:1][C:2]1[CH:3]=[C:4]([C:24]2[CH:29]=[CH:28][CH:27]=[CH:26][C:25]=2[S:30]([CH3:33])(=[O:32])=[O:31])[CH:5]=[CH:6][C:7]=1[N:8]1[CH2:13][CH2:12][CH2:11][CH:10]([NH:14][C:15]2[CH:16]=[C:17]([CH:20]=[CH:21][CH:22]=2)[C:18]#[N:19])[C:9]1=[O:23].C(C1C=C(C=CC=1)N)#N.Cl.N[NH:45][C:46]([NH2:48])=[O:47].CN1CCOCC1. Product: [F:1][C:2]1[CH:3]=[C:4]([C:24]2[CH:29]=[CH:28][CH:27]=[CH:26][C:25]=2[S:30]([CH3:33])(=[O:31])=[O:32])[CH:5]=[CH:6][C:7]=1[N:8]1[CH2:13][CH2:12][CH2:11][CH:10]([NH:14][C:15]2[CH:22]=[CH:21][CH:20]=[C:17]([C:18]3[NH:48][C:46](=[O:47])[NH:45][N:19]=3)[CH:16]=2)[C:9]1=[O:23]. The catalyst class is: 147. (8) Reactant: [CH3:1][N:2]1[C:6]([Sn](C)(C)C)=[CH:5][N:4]=[C:3]1[CH3:11].[Cl:12][C:13]1[N:18]=[C:17](Cl)[C:16]([F:20])=[CH:15][N:14]=1. Product: [Cl:12][C:13]1[N:18]=[C:17]([C:6]2[N:2]([CH3:1])[C:3]([CH3:11])=[N:4][CH:5]=2)[C:16]([F:20])=[CH:15][N:14]=1. The catalyst class is: 233.